This data is from TCR-epitope binding with 47,182 pairs between 192 epitopes and 23,139 TCRs. The task is: Binary Classification. Given a T-cell receptor sequence (or CDR3 region) and an epitope sequence, predict whether binding occurs between them. The epitope is GVAMPNLYK. Result: 0 (the TCR does not bind to the epitope). The TCR CDR3 sequence is CASSTHDRDGGGSAQHF.